This data is from Retrosynthesis with 50K atom-mapped reactions and 10 reaction types from USPTO. The task is: Predict the reactants needed to synthesize the given product. (1) The reactants are: O=C(O)c1ccc(C(=O)c2cccc(Cl)c2)cc1.c1cc2c(o1)CNCC2. Given the product O=C(c1ccc(C(=O)N2CCc3ccoc3C2)cc1)c1cccc(Cl)c1, predict the reactants needed to synthesize it. (2) Given the product O=C(O)C(CC1CCCC1)n1ncc(OCC2CCCC2)cc1=O, predict the reactants needed to synthesize it. The reactants are: COC(=O)C(CC1CCCC1)n1ncc(OCC2CCCC2)cc1=O.